Dataset: Experimentally validated miRNA-target interactions with 360,000+ pairs, plus equal number of negative samples. Task: Binary Classification. Given a miRNA mature sequence and a target amino acid sequence, predict their likelihood of interaction. (1) The miRNA is hsa-miR-4768-5p with sequence AUUCUCUCUGGAUCCCAUGGAU. The protein sequence of the target gene is MQGPLLLPGLCFLLSLFGAVTQKTKTSCAKCPPNASCVNNTHCTCNHGYTSGSGQKLFTFPLETCNDINECTPPYSVYCGFNAVCYNVEGSFYCQCVPGYRLHSGNEQFSNSNENTCQDTTSSKTTEGRKELQKIVDKFESLLTNQTLWRTEGRQEISSTATTILRDVESKVLETALKDPEQKVLKIQNDSVAIETQAITDNCSEERKTFNLNVQMNSMDIRCSDIIQGDTQGPSAIAFISYSSLGNIINATFFEEMDKKDQVYLNSQVVSAAIGPKRNVSLSKSVTLTFQHVKMTPSTK.... Result: 0 (no interaction). (2) Result: 1 (interaction). The miRNA is hsa-miR-3667-3p with sequence ACCUUCCUCUCCAUGGGUCUUU. The protein sequence of the target gene is MEPAMEPETLEARINRATNPLNKELDWASINGFCEQLNEDFEGPPLATRLLAHKIQSPQEWEAIQALTVLETCMKSCGKRFHDEVGKFRFLNELIKVVSPKYLGSRTSEKVKNKILELLYSWTVGLPEEVKIAEAYQMLKKQGIVKSDPKLPDDTTFPLPPPRPKNVIFEDEEKSKMLARLLKSSHPEDLRAANKLIKEMVQEDQKRMEKISKRVNAIEEVNNNVKLLTEMVMSHSQGGAAAGSSEDLMKELYQRCERMRPTLFRLASDTEDNDEALAEILQANDNLTQVINLYKQLVRG.... (3) The miRNA is hsa-miR-6825-3p with sequence GCGCUGACCCGCCUUCUCCGCA. The protein sequence of the target gene is MNHLEGSAEVEVTDEAAGGEVNESVEADLEHPEVEEEQQQPPQQQHYVGRHQRGRALEDLRAQLGQEEEERGECLARSASTESGFHNHTDTAEGDVIAAARDGYDAERAQDPEDESAYAVQYRPEAEEYTEQAEAEHAEATHRRALPNHLHFHSLEHEEAMNAAYSGYVYTHRLFHRGEDEPYSEPYADYGGLQEHVYEEIGDAPELDARDGLRLYEQERDEAAAYRQEALGARLHHYDERSDGESDSPEKEAEFAPYPRMDSYEQEEDIDQIVAEVKQSMSSQSLDKAAEDMPEAEQDL.... Result: 0 (no interaction).